Dataset: Full USPTO retrosynthesis dataset with 1.9M reactions from patents (1976-2016). Task: Predict the reactants needed to synthesize the given product. (1) Given the product [Br:1][C:2]1[CH:7]=[C:6]([C:11]2[C:20]3[C:15](=[CH:16][CH:17]=[CH:18][CH:19]=3)[CH:14]=[CH:13][CH:12]=2)[C:5]([Br:9])=[CH:4][C:3]=1[C:39]1[C:38]2[C:37](=[CH:53][CH:48]=[CH:49][CH:50]=2)[CH:42]=[CH:41][CH:40]=1, predict the reactants needed to synthesize it. The reactants are: [Br:1][C:2]1[CH:7]=[C:6](I)[C:5]([Br:9])=[CH:4][C:3]=1I.[C:11]1(B(O)O)[C:20]2[C:15](=[CH:16][CH:17]=[CH:18][CH:19]=2)[CH:14]=[CH:13][CH:12]=1.[C:37]1(P([C:37]2[CH:42]=[CH:41][CH:40]=[CH:39][CH:38]=2)[C:37]2[CH:42]=[CH:41][CH:40]=[CH:39][CH:38]=2)[CH:42]=[CH:41][CH:40]=[CH:39][CH:38]=1.[OH-].[K+].[N+]([C:48]1[CH:53]=CC=[CH:50][CH:49]=1)([O-])=O. (2) Given the product [CH2:1]([O:8][CH2:9][C@H:10]([O:23][C:36]1[CH:35]=[CH:34][C:33]([C:30]2[CH:31]=[CH:32][C:27]([O:26][C:25]([F:24])([F:40])[F:41])=[CH:28][CH:29]=2)=[CH:38][CH:37]=1)[CH2:11][O:12][Si:13]([CH:14]([CH3:16])[CH3:15])([CH:20]([CH3:22])[CH3:21])[CH:17]([CH3:19])[CH3:18])[C:2]1[CH:7]=[CH:6][CH:5]=[CH:4][CH:3]=1, predict the reactants needed to synthesize it. The reactants are: [CH2:1]([O:8][CH2:9][C@@H:10]([OH:23])[CH2:11][O:12][Si:13]([CH:20]([CH3:22])[CH3:21])([CH:17]([CH3:19])[CH3:18])[CH:14]([CH3:16])[CH3:15])[C:2]1[CH:7]=[CH:6][CH:5]=[CH:4][CH:3]=1.[F:24][C:25]([F:41])([F:40])[O:26][C:27]1[CH:32]=[CH:31][C:30]([C:33]2[CH:38]=[CH:37][C:36](O)=[CH:35][CH:34]=2)=[CH:29][CH:28]=1.C1(P(C2C=CC=CC=2)C2C=CC=CC=2)C=CC=CC=1. (3) Given the product [ClH:27].[NH2:1][C:2]1[C:11]([NH2:12])=[C:10]2[C:5]([C:6](=[O:24])[CH:7]=[C:8]([C:15]3[CH:20]=[CH:19][C:18]([N:21]([CH3:22])[CH3:23])=[CH:17][CH:16]=3)[O:9]2)=[CH:4][CH:3]=1, predict the reactants needed to synthesize it. The reactants are: [NH2:1][C:2]1[C:11]([N+:12]([O-])=O)=[C:10]2[C:5]([C:6](=[O:24])[CH:7]=[C:8]([C:15]3[CH:20]=[CH:19][C:18]([N:21]([CH3:23])[CH3:22])=[CH:17][CH:16]=3)[O:9]2)=[CH:4][CH:3]=1.[H][H].[ClH:27]. (4) Given the product [Cl:1][C:2]1[CH:7]=[CH:6][C:5]([C:8]2([C:13]([N:17]([CH3:16])[C@H:18]3[CH2:37][N:22]4[C:23]5[C:28]([C:29]([CH2:30][C:31]([OH:33])=[O:32])=[C:21]4[CH2:20][CH2:19]3)=[CH:27][CH:26]=[CH:25][CH:24]=5)=[O:14])[CH2:12][CH2:11][CH2:10][CH2:9]2)=[CH:4][CH:3]=1, predict the reactants needed to synthesize it. The reactants are: [Cl:1][C:2]1[CH:7]=[CH:6][C:5]([C:8]2([C:13](Cl)=[O:14])[CH2:12][CH2:11][CH2:10][CH2:9]2)=[CH:4][CH:3]=1.[CH3:16][NH:17][C@H:18]1[CH2:37][N:22]2[C:23]3[C:28]([C:29]([CH2:30][C:31]([O:33]CCC)=[O:32])=[C:21]2[CH2:20][CH2:19]1)=[CH:27][CH:26]=[CH:25][CH:24]=3. (5) Given the product [NH2:11][C:9]1[N:8]=[CH:7][N:6]=[C:5]2[N:4]([CH:12]([C:14]3[CH:15]=[C:16]4[N:21]([C:22]=3[C:23]3[S:27][CH:26]=[N:25][CH:24]=3)[CH:20]=[CH:19][CH:18]=[CH:17]4)[CH3:13])[N:3]=[C:2]([C:31]3[CH:32]=[C:33]([OH:35])[CH:34]=[C:29]([F:28])[CH:30]=3)[C:10]=12, predict the reactants needed to synthesize it. The reactants are: I[C:2]1[C:10]2[C:5](=[N:6][CH:7]=[N:8][C:9]=2[NH2:11])[N:4]([CH:12]([C:14]2[CH:15]=[C:16]3[N:21]([C:22]=2[C:23]2[S:27][CH:26]=[N:25][CH:24]=2)[CH:20]=[CH:19][CH:18]=[CH:17]3)[CH3:13])[N:3]=1.[F:28][C:29]1[CH:30]=[C:31](B(O)O)[CH:32]=[C:33]([OH:35])[CH:34]=1.CCO.C([O-])([O-])=O.[Na+].[Na+]. (6) Given the product [F:14][C:15]([F:20])([F:19])[C:16]([OH:18])=[O:17].[NH2:3][CH2:4]/[CH:5]=[CH:6]/[C:7]([O:9][CH2:10][CH3:11])=[O:8], predict the reactants needed to synthesize it. The reactants are: C([N:3](C=O)[CH2:4]/[CH:5]=[CH:6]/[C:7]([O:9][CH2:10][CH3:11])=[O:8])=O.[F:14][C:15]([F:20])([F:19])[C:16]([OH:18])=[O:17].C(O)C. (7) Given the product [C:1]([O:5][C:6]([N:8]1[CH2:13][CH2:12][O:11][CH:10]([C:14]2[CH:19]=[CH:18][C:17]([N:35]=[C:22]([C:23]3[CH:28]=[CH:27][CH:26]=[CH:25][CH:24]=3)[C:29]3[CH:34]=[CH:33][CH:32]=[CH:31][CH:30]=3)=[C:16]([F:21])[CH:15]=2)[CH2:9]1)=[O:7])([CH3:4])([CH3:3])[CH3:2], predict the reactants needed to synthesize it. The reactants are: [C:1]([O:5][C:6]([N:8]1[CH2:13][CH2:12][O:11][CH:10]([C:14]2[CH:19]=[CH:18][C:17](Br)=[C:16]([F:21])[CH:15]=2)[CH2:9]1)=[O:7])([CH3:4])([CH3:3])[CH3:2].[C:22](=[NH:35])([C:29]1[CH:34]=[CH:33][CH:32]=[CH:31][CH:30]=1)[C:23]1[CH:28]=[CH:27][CH:26]=[CH:25][CH:24]=1.CC(C)([O-])C.[Na+]. (8) Given the product [ClH:35].[ClH:35].[NH2:7][CH2:8][C:9]1[C:10]([O:20][C@@H:21]([C:28]2[CH:29]=[CH:30][CH:31]=[CH:32][CH:33]=2)[CH2:22][N:23]2[CH:27]=[CH:26][N:25]=[CH:24]2)=[CH:11][CH:12]=[C:13]2[C:18]=1[CH2:17][CH2:16][CH2:15][C:14]2=[O:19], predict the reactants needed to synthesize it. The reactants are: C(OC(=O)[NH:7][CH2:8][C:9]1[C:18]2[CH2:17][CH2:16][CH2:15][C:14](=[O:19])[C:13]=2[CH:12]=[CH:11][C:10]=1[O:20][C@@H:21]([C:28]1[CH:33]=[CH:32][CH:31]=[CH:30][CH:29]=1)[CH2:22][N:23]1[CH:27]=[CH:26][N:25]=[CH:24]1)(C)(C)C.[ClH:35]. (9) Given the product [O:20]=[C:9]([C:10]1[CH:15]=[CH:14][C:13]([C:16]([F:17])([F:18])[F:19])=[CH:12][CH:11]=1)[CH2:5][C:4]([O:3][CH2:2][CH3:1])=[O:21], predict the reactants needed to synthesize it. The reactants are: [CH3:1][C:2]1(C)OC(=O)[CH:5]([C:9](=[O:20])[C:10]2[CH:15]=[CH:14][C:13]([C:16]([F:19])([F:18])[F:17])=[CH:12][CH:11]=2)[C:4](=[O:21])[O:3]1.